Dataset: Peptide-MHC class I binding affinity with 185,985 pairs from IEDB/IMGT. Task: Regression. Given a peptide amino acid sequence and an MHC pseudo amino acid sequence, predict their binding affinity value. This is MHC class I binding data. (1) The peptide sequence is PDSCLNGKL. The MHC is HLA-B45:01 with pseudo-sequence HLA-B45:01. The binding affinity (normalized) is 0.0617. (2) The peptide sequence is CLGGLLTMV. The MHC is HLA-B45:01 with pseudo-sequence HLA-B45:01. The binding affinity (normalized) is 0. (3) The peptide sequence is ISCQIYNAL. The MHC is HLA-A69:01 with pseudo-sequence HLA-A69:01. The binding affinity (normalized) is 0.0847. (4) The peptide sequence is FLRDNRAVL. The MHC is HLA-B57:01 with pseudo-sequence HLA-B57:01. The binding affinity (normalized) is 0.0847. (5) The peptide sequence is QSYEFLGLK. The MHC is HLA-B07:02 with pseudo-sequence HLA-B07:02. The binding affinity (normalized) is 0.0847. (6) The peptide sequence is KTIECSKEL. The MHC is HLA-B08:01 with pseudo-sequence HLA-B08:01. The binding affinity (normalized) is 0.0847. (7) The binding affinity (normalized) is 0.212. The MHC is HLA-A30:02 with pseudo-sequence HLA-A30:02. The peptide sequence is AAHARFVAA.